Dataset: Reaction yield outcomes from USPTO patents with 853,638 reactions. Task: Predict the reaction yield, written as a fraction of the theoretical maximum amount of product (1.0 means a 100% yield; for example, 0.34 means a 34% yield). (1) The reactants are [Br:1][C:2]1[C:7]([O:8]C)=[CH:6][CH:5]=[CH:4][C:3]=1[C:10](=[O:12])[CH3:11].BrP(Br)Br.CO. The catalyst is C(Cl)Cl. The product is [Br:1][C:2]1[C:7]([OH:8])=[CH:6][CH:5]=[CH:4][C:3]=1[C:10](=[O:12])[CH3:11]. The yield is 0.470. (2) The reactants are Br[CH2:2][CH2:3][CH2:4][NH:5][C:6]([O:8][C:9]([CH3:12])([CH3:11])[CH3:10])=[O:7].C(=O)([O-])[O-].[K+].[K+].[F:19][C:20]1[CH:25]=[CH:24][C:23]([N:26]([CH3:47])[S:27]([C:30]2[CH:39]=[CH:38][C:37]3[NH:36][C:35](=[O:40])[C:34]4[NH:41][CH:42]=[C:43]([C:44]([OH:46])=[O:45])[C:33]=4[C:32]=3[CH:31]=2)(=[O:29])=[O:28])=[CH:22][CH:21]=1. The catalyst is CN(C)C=O. The product is [F:19][C:20]1[CH:25]=[CH:24][C:23]([N:26]([CH3:47])[S:27]([C:30]2[CH:39]=[CH:38][C:37]3[NH:36][C:35](=[O:40])[C:34]4[NH:41][CH:42]=[C:43]([C:44]([O:46][CH2:2][CH2:3][CH2:4][NH:5][C:6]([O:8][C:9]([CH3:12])([CH3:11])[CH3:10])=[O:7])=[O:45])[C:33]=4[C:32]=3[CH:31]=2)(=[O:29])=[O:28])=[CH:22][CH:21]=1. The yield is 0.210.